Predict the product of the given reaction. From a dataset of Forward reaction prediction with 1.9M reactions from USPTO patents (1976-2016). Given the reactants [CH2:1]([O:8][C@@H:9]1[CH2:12][C@H:11]([NH2:13])[CH2:10]1)[C:2]1[CH:7]=[CH:6][CH:5]=[CH:4][CH:3]=1.C(O)(=O)C.C([BH3-])#N.[Na+].O1CCCC1.O=[CH:28][CH2:29][N:30]([CH2:38][CH:39]=O)[C:31](=[O:37])[O:32][C:33]([CH3:36])([CH3:35])[CH3:34], predict the reaction product. The product is: [CH2:1]([O:8][C@@H:9]1[CH2:12][C@H:11]([N:13]2[CH2:39][CH2:38][N:30]([C:31]([O:32][C:33]([CH3:35])([CH3:34])[CH3:36])=[O:37])[CH2:29][CH2:28]2)[CH2:10]1)[C:2]1[CH:7]=[CH:6][CH:5]=[CH:4][CH:3]=1.